This data is from NCI-60 drug combinations with 297,098 pairs across 59 cell lines. The task is: Regression. Given two drug SMILES strings and cell line genomic features, predict the synergy score measuring deviation from expected non-interaction effect. (1) Drug 1: C1CCN(CC1)CCOC2=CC=C(C=C2)C(=O)C3=C(SC4=C3C=CC(=C4)O)C5=CC=C(C=C5)O. Drug 2: C1CN(CCN1C(=O)CCBr)C(=O)CCBr. Cell line: RXF 393. Synergy scores: CSS=6.27, Synergy_ZIP=-3.16, Synergy_Bliss=-1.99, Synergy_Loewe=-0.00551, Synergy_HSA=0.00273. (2) Drug 1: CNC(=O)C1=CC=CC=C1SC2=CC3=C(C=C2)C(=NN3)C=CC4=CC=CC=N4. Drug 2: CCC1(CC2CC(C3=C(CCN(C2)C1)C4=CC=CC=C4N3)(C5=C(C=C6C(=C5)C78CCN9C7C(C=CC9)(C(C(C8N6C)(C(=O)OC)O)OC(=O)C)CC)OC)C(=O)OC)O.OS(=O)(=O)O. Cell line: T-47D. Synergy scores: CSS=29.1, Synergy_ZIP=-3.02, Synergy_Bliss=4.57, Synergy_Loewe=-11.5, Synergy_HSA=3.71. (3) Drug 1: COC1=CC(=CC(=C1O)OC)C2C3C(COC3=O)C(C4=CC5=C(C=C24)OCO5)OC6C(C(C7C(O6)COC(O7)C8=CC=CS8)O)O. Drug 2: CC1CCC2CC(C(=CC=CC=CC(CC(C(=O)C(C(C(=CC(C(=O)CC(OC(=O)C3CCCCN3C(=O)C(=O)C1(O2)O)C(C)CC4CCC(C(C4)OC)O)C)C)O)OC)C)C)C)OC. Cell line: K-562. Synergy scores: CSS=54.7, Synergy_ZIP=-3.93, Synergy_Bliss=-1.54, Synergy_Loewe=5.29, Synergy_HSA=6.78. (4) Drug 1: CC1=CC2C(CCC3(C2CCC3(C(=O)C)OC(=O)C)C)C4(C1=CC(=O)CC4)C. Drug 2: CC1CCCC2(C(O2)CC(NC(=O)CC(C(C(=O)C(C1O)C)(C)C)O)C(=CC3=CSC(=N3)C)C)C. Cell line: BT-549. Synergy scores: CSS=-0.768, Synergy_ZIP=-0.158, Synergy_Bliss=-0.469, Synergy_Loewe=-7.71, Synergy_HSA=-3.07. (5) Drug 1: CC1=C2C(C(=O)C3(C(CC4C(C3C(C(C2(C)C)(CC1OC(=O)C(C(C5=CC=CC=C5)NC(=O)C6=CC=CC=C6)O)O)OC(=O)C7=CC=CC=C7)(CO4)OC(=O)C)O)C)OC(=O)C. Drug 2: C1=CC=C(C=C1)NC(=O)CCCCCCC(=O)NO. Cell line: ACHN. Synergy scores: CSS=4.95, Synergy_ZIP=-4.56, Synergy_Bliss=-1.49, Synergy_Loewe=-2.61, Synergy_HSA=-0.348. (6) Drug 1: C1=NC2=C(N=C(N=C2N1C3C(C(C(O3)CO)O)O)F)N. Drug 2: C1CCC(C(C1)N)N.C(=O)(C(=O)[O-])[O-].[Pt+4]. Cell line: MCF7. Synergy scores: CSS=29.6, Synergy_ZIP=-5.38, Synergy_Bliss=0.175, Synergy_Loewe=-14.1, Synergy_HSA=-0.629. (7) Drug 1: CC1=CC2C(CCC3(C2CCC3(C(=O)C)OC(=O)C)C)C4(C1=CC(=O)CC4)C. Drug 2: C1=NC2=C(N=C(N=C2N1C3C(C(C(O3)CO)O)O)F)N. Cell line: CAKI-1. Synergy scores: CSS=5.60, Synergy_ZIP=-3.11, Synergy_Bliss=-3.19, Synergy_Loewe=-25.9, Synergy_HSA=-7.44.